The task is: Predict the product of the given reaction.. This data is from Forward reaction prediction with 1.9M reactions from USPTO patents (1976-2016). (1) Given the reactants [Br:1][C:2]1[C:3]([F:12])=[C:4]2[C:10]([NH2:11])=[CH:9][NH:8][C:5]2=[N:6][CH:7]=1.[CH:13]1([C:16](Cl)=[O:17])[CH2:15][CH2:14]1.O.[OH-].[Li+], predict the reaction product. The product is: [Br:1][C:2]1[C:3]([F:12])=[C:4]2[C:10]([NH:11][C:16]([CH:13]3[CH2:15][CH2:14]3)=[O:17])=[CH:9][NH:8][C:5]2=[N:6][CH:7]=1. (2) Given the reactants C(OC(=O)[NH:7][C@H:8]([C:10](=[O:16])[NH:11][CH2:12][C:13](=O)[CH3:14])[CH3:9])(C)(C)C.FC(F)(F)C(O)=O, predict the reaction product. The product is: [CH3:9][C@@H:8]1[NH:7][CH:13]([CH3:14])[CH2:12][NH:11][C:10]1=[O:16]. (3) Given the reactants [NH2:1][C:2]1[N:6]([CH3:7])[N:5]=[CH:4][C:3]=1[CH:8]=[O:9].C(N(CC)CC)C.[C:17]1([C:23](Cl)([C:30]2[CH:35]=[CH:34][CH:33]=[CH:32][CH:31]=2)[C:24]2[CH:29]=[CH:28][CH:27]=[CH:26][CH:25]=2)[CH:22]=[CH:21][CH:20]=[CH:19][CH:18]=1, predict the reaction product. The product is: [CH3:7][N:6]1[C:2]([NH:1][C:23]([C:17]2[CH:22]=[CH:21][CH:20]=[CH:19][CH:18]=2)([C:30]2[CH:31]=[CH:32][CH:33]=[CH:34][CH:35]=2)[C:24]2[CH:25]=[CH:26][CH:27]=[CH:28][CH:29]=2)=[C:3]([CH:8]=[O:9])[CH:4]=[N:5]1. (4) Given the reactants C(OC([NH:8][CH2:9][C:10]1[CH:11]=[C:12]([C:16]2[CH:21]=[C:20]([CH2:22][NH:23][CH:24]([C:29]3[CH:34]=[CH:33][CH:32]=[CH:31][CH:30]=3)[C:25]([F:28])([F:27])[F:26])[CH:19]=[C:18]([CH2:35][O:36][C:37]3[CH:42]=[CH:41][CH:40]=[CH:39][C:38]=3[CH2:43][C:44]([OH:46])=[O:45])[CH:17]=2)[CH:13]=[CH:14][CH:15]=1)=O)(C)(C)C.C(O)(C(F)(F)F)=O, predict the reaction product. The product is: [NH2:8][CH2:9][C:10]1[CH:11]=[C:12]([C:16]2[CH:21]=[C:20]([CH2:22][NH:23][CH:24]([C:29]3[CH:34]=[CH:33][CH:32]=[CH:31][CH:30]=3)[C:25]([F:28])([F:27])[F:26])[CH:19]=[C:18]([CH2:35][O:36][C:37]3[CH:42]=[CH:41][CH:40]=[CH:39][C:38]=3[CH2:43][C:44]([OH:46])=[O:45])[CH:17]=2)[CH:13]=[CH:14][CH:15]=1. (5) The product is: [Br:1][C:2]1[C:3]([F:33])=[CH:4][C:5]([F:32])=[C:6]([C@:8]2([CH3:9])[CH2:10][C@@H:11]([C:13]3[C:14]([CH3:19])=[N:15][O:16][C:17]=3[CH3:18])[S:22][C:21]([NH2:23])=[N:20]2)[CH:7]=1. Given the reactants [Br:1][C:2]1[C:3]([F:33])=[CH:4][C:5]([F:32])=[C:6]([C@@:8]([NH:20][C:21]([NH:23]C(=O)C2C=CC=CC=2)=[S:22])([CH2:10][CH:11]([C:13]2[C:14]([CH3:19])=[N:15][O:16][C:17]=2[CH3:18])O)[CH3:9])[CH:7]=1.Cl.O, predict the reaction product.